This data is from CYP2C9 inhibition data for predicting drug metabolism from PubChem BioAssay. The task is: Regression/Classification. Given a drug SMILES string, predict its absorption, distribution, metabolism, or excretion properties. Task type varies by dataset: regression for continuous measurements (e.g., permeability, clearance, half-life) or binary classification for categorical outcomes (e.g., BBB penetration, CYP inhibition). Dataset: cyp2c9_veith. The molecule is CC(C)(C)NS(=O)(=O)c1ccc(NC(=O)c2cc(-c3ccccc3)nc3ccccc23)cc1. The result is 1 (inhibitor).